From a dataset of Full USPTO retrosynthesis dataset with 1.9M reactions from patents (1976-2016). Predict the reactants needed to synthesize the given product. (1) The reactants are: [C:1]([C:3]1[CH:17]=[C:16](I)[C:6]2[N:7]([C:10]3[CH:15]=[CH:14][CH:13]=[CH:12][CH:11]=3)[CH:8]=[N:9][C:5]=2[CH:4]=1)#[N:2].[OH:19][CH2:20][C:21]1[CH:22]=[C:23](B(O)O)[CH:24]=[CH:25][CH:26]=1.C(=O)([O-])[O-].[K+].[K+].ClCCl.CO. Given the product [C:1]([C:3]1[CH:17]=[C:16]([C:25]2[CH:24]=[CH:23][CH:22]=[C:21]([CH2:20][OH:19])[CH:26]=2)[C:6]2[N:7]([C:10]3[CH:15]=[CH:14][CH:13]=[CH:12][CH:11]=3)[CH:8]=[N:9][C:5]=2[CH:4]=1)#[N:2], predict the reactants needed to synthesize it. (2) Given the product [NH2:1][C:2]1[N:3]=[C:4]([CH3:23])[C:5]2[CH:11]=[C:10]([Br:24])[C:9](=[O:12])[N:8]([C@H:13]3[CH2:14][CH2:15][C@H:16]([O:19][CH2:20][CH2:21][OH:22])[CH2:17][CH2:18]3)[C:6]=2[N:7]=1, predict the reactants needed to synthesize it. The reactants are: [NH2:1][C:2]1[N:3]=[C:4]([CH3:23])[C:5]2[CH:11]=[CH:10][C:9](=[O:12])[N:8]([C@H:13]3[CH2:18][CH2:17][C@H:16]([O:19][CH2:20][CH2:21][OH:22])[CH2:15][CH2:14]3)[C:6]=2[N:7]=1.[Br:24]N1C(=O)CCC1=O. (3) Given the product [Br:1][C:2]1[C:3]([O:21][CH2:24][CH2:23][O:22][CH3:26])=[CH:4][C:5]2[NH:11][C:10](=[O:12])[CH2:9][N:8]=[C:7]([C:13]3[CH:18]=[CH:17][CH:16]=[CH:15][C:14]=3[Cl:19])[C:6]=2[CH:20]=1, predict the reactants needed to synthesize it. The reactants are: [Br:1][C:2]1[C:3]([OH:21])=[CH:4][C:5]2[NH:11][C:10](=[O:12])[CH2:9][N:8]=[C:7]([C:13]3[CH:18]=[CH:17][CH:16]=[CH:15][C:14]=3[Cl:19])[C:6]=2[CH:20]=1.[O:22]1[CH2:26]C[CH2:24][CH2:23]1.C1(P(C2C=CC=CC=2)C2C=CC=CC=2)C=CC=CC=1.N(C(OC(C)C)=O)=NC(OC(C)C)=O.